This data is from Forward reaction prediction with 1.9M reactions from USPTO patents (1976-2016). The task is: Predict the product of the given reaction. (1) The product is: [Cl:1][C:2]1[N:7]2[N:8]=[C:9]([C:15]3[O:16][CH:17]=[CH:18][CH:19]=3)[C:10]([C:11](=[O:14])[C:12]#[CH:13])=[C:6]2[CH:5]=[CH:4][CH:3]=1. Given the reactants [Cl:1][C:2]1[N:7]2[N:8]=[C:9]([C:15]3[O:16][CH:17]=[CH:18][CH:19]=3)[C:10]([CH:11]([OH:14])[C:12]#[CH:13])=[C:6]2[CH:5]=[CH:4][CH:3]=1, predict the reaction product. (2) Given the reactants [N:1]([O-])=O.[Na+].[ClH:5].Cl.[CH3:7][C:8]1[CH:9]=[CH:10][C:11]([CH2:14][O:15][C:16]2[CH:22]=[CH:21][C:19]([NH2:20])=[CH:18][CH:17]=2)=[N:12][CH:13]=1.Cl.S(S([O-])=O)([O-])=O.[Na+].[Na+].[OH-].[Na+], predict the reaction product. The product is: [ClH:5].[ClH:5].[NH:20]([C:19]1[CH:21]=[CH:22][C:16]([O:15][CH2:14][C:11]2[CH:10]=[CH:9][C:8]([CH3:7])=[CH:13][N:12]=2)=[CH:17][CH:18]=1)[NH2:1]. (3) Given the reactants [CH3:1][C:2]1[C:6]2[CH:7]=[CH:8][C:9]([OH:11])=[CH:10][C:5]=2[O:4][N:3]=1.CN(C=O)C.[Si:17](Cl)([C:20]([CH3:23])([CH3:22])[CH3:21])([CH3:19])[CH3:18].N1C=CN=C1, predict the reaction product. The product is: [Si:17]([O:11][C:9]1[CH:8]=[CH:7][C:6]2[C:2]([CH3:1])=[N:3][O:4][C:5]=2[CH:10]=1)([C:20]([CH3:23])([CH3:22])[CH3:21])([CH3:19])[CH3:18]. (4) Given the reactants [CH3:1][O:2][C:3]1[CH:12]=[CH:11][CH:10]=[C:5]([C:6]([O:8][CH3:9])=[O:7])[C:4]=1[OH:13].[CH2:14](O)[C:15]1[CH:20]=[CH:19][CH:18]=[CH:17][CH:16]=1.C1(P(C2C=CC=CC=2)C2C=CC=CC=2)C=CC=CC=1.N(C(OCC)=O)=NC(OCC)=O, predict the reaction product. The product is: [CH3:9][O:8][C:6](=[O:7])[C:5]1[CH:10]=[CH:11][CH:12]=[C:3]([O:2][CH3:1])[C:4]=1[O:13][CH2:14][C:15]1[CH:20]=[CH:19][CH:18]=[CH:17][CH:16]=1. (5) Given the reactants [CH:1](/[C:7]1[CH:8]=[C:9]([CH:12]=[CH:13][CH:14]=1)[CH:10]=O)=[CH:2]/[CH2:3][CH2:4][CH2:5][CH3:6].C(C1C=CC(C[CH2:28][CH2:29][CH2:30][CH2:31][CH2:32][C:33]([OH:35])=[O:34])=CC=1)CCCCC, predict the reaction product. The product is: [CH2:1]([C:7]1[CH:8]=[C:9]([CH2:10][CH2:28][CH2:29][CH2:30][CH2:31][CH2:32][C:33]([OH:35])=[O:34])[CH:12]=[CH:13][CH:14]=1)[CH2:2][CH2:3][CH2:4][CH2:5][CH3:6].